Dataset: Reaction yield outcomes from USPTO patents with 853,638 reactions. Task: Predict the reaction yield, written as a fraction of the theoretical maximum amount of product (1.0 means a 100% yield; for example, 0.34 means a 34% yield). (1) The product is [CH2:1]([N:8]1[CH:16]=[C:15]2[C:10]([CH:11]=[C:12]([C:17]3[CH:18]=[C:19]([CH2:27][CH:28]4[CH2:33][O:32][CH2:31][CH2:30][N:29]4[C:37](=[O:38])[CH2:36][N:35]([CH3:40])[CH3:34])[N:20]4[C:25]=3[C:24]([NH2:26])=[N:23][CH:22]=[N:21]4)[CH:13]=[CH:14]2)=[N:9]1)[C:2]1[CH:7]=[CH:6][CH:5]=[CH:4][CH:3]=1. The catalyst is CN(C=O)C. The yield is 0.420. The reactants are [CH2:1]([N:8]1[CH:16]=[C:15]2[C:10]([CH:11]=[C:12]([C:17]3[CH:18]=[C:19]([CH2:27][CH:28]4[CH2:33][O:32][CH2:31][CH2:30][NH:29]4)[N:20]4[C:25]=3[C:24]([NH2:26])=[N:23][CH:22]=[N:21]4)[CH:13]=[CH:14]2)=[N:9]1)[C:2]1[CH:7]=[CH:6][CH:5]=[CH:4][CH:3]=1.[CH3:34][N:35]([CH3:40])[CH2:36][C:37](O)=[O:38].CCN=C=NCCCN(C)C.Cl.C1C=CC2N(O)N=NC=2C=1.C(N(CC)C(C)C)(C)C. (2) The catalyst is C(Cl)Cl. The yield is 0.820. The product is [NH2:17][CH2:18][CH2:19][NH:15][C:16]([NH:1][C:2]1[CH:7]=[CH:6][N:5]([CH2:8][CH2:9][CH2:10][CH2:11][CH2:12][CH3:13])[C:4](=[O:14])[N:3]=1)=[O:23]. The reactants are [NH2:1][C:2]1[CH:7]=[CH:6][N:5]([CH2:8][CH2:9][CH2:10][CH2:11][CH2:12][CH3:13])[C:4](=[O:14])[N:3]=1.[NH:15]1[CH:19]=[CH:18][N:17]=[CH:16]1.C1C[O:23]CC1. (3) The reactants are C(OC([N:8]1[CH2:13][CH2:12][CH:11]([C:14]2[CH:23]=[C:22]([F:24])[CH:21]=[C:20]3[C:15]=2[CH:16]=[CH:17][C:18]([CH3:25])=[N:19]3)[CH2:10][CH2:9]1)=O)(C)(C)C.FC(F)(F)C(O)=O.C([O-])(O)=O.[Na+]. The catalyst is C(Cl)Cl. The product is [F:24][C:22]1[CH:21]=[C:20]2[C:15]([CH:16]=[CH:17][C:18]([CH3:25])=[N:19]2)=[CH:14][CH:23]=1.[NH:8]1[CH2:9][CH:10]=[C:11]([C:14]2[CH:23]=[CH:22][CH:21]=[C:20]3[C:15]=2[CH:16]=[CH:17][CH:18]=[N:19]3)[CH2:12][CH2:13]1. The yield is 0.830. (4) The reactants are [CH3:1][O:2][C:3]1[CH:23]=[CH:22][C:6]([CH2:7][NH:8][S:9]([C:12]2[CH:21]=[CH:20][C:15]([C:16]([O:18][CH3:19])=[O:17])=[CH:14][CH:13]=2)(=[O:11])=[O:10])=[CH:5][CH:4]=1.C(=O)([O-])[O-].[Cs+].[Cs+].[F:30][C:31]1[CH:38]=[CH:37][C:34]([CH2:35]Br)=[CH:33][CH:32]=1. The catalyst is CC(C)=O. The product is [F:30][C:31]1[CH:38]=[CH:37][C:34]([CH2:35][N:8]([CH2:7][C:6]2[CH:22]=[CH:23][C:3]([O:2][CH3:1])=[CH:4][CH:5]=2)[S:9]([C:12]2[CH:13]=[CH:14][C:15]([C:16]([O:18][CH3:19])=[O:17])=[CH:20][CH:21]=2)(=[O:11])=[O:10])=[CH:33][CH:32]=1. The yield is 0.650.